This data is from Full USPTO retrosynthesis dataset with 1.9M reactions from patents (1976-2016). The task is: Predict the reactants needed to synthesize the given product. (1) Given the product [CH3:27][N:21]1[C:20]([CH2:19][N:7]2[CH2:6][CH2:5][NH:4][CH2:3][C:2]2=[O:1])=[CH:24][S:23]/[C:22]/1=[N:25]\[CH3:26], predict the reactants needed to synthesize it. The reactants are: [O:1]=[C:2]1[NH:7][CH2:6][CH2:5][N:4](C(OC(C)(C)C)=O)[CH2:3]1.[H-].[Na+].Cl.Cl[CH2:19][C:20]1[N:21]([CH3:27])[C:22](=[N:25][CH3:26])[S:23][CH:24]=1. (2) Given the product [S:8]1[C:3]2[CH:4]=[CH:5][CH:6]=[CH:7][C:2]=2[N:1]=[C:15]1[C:14]1[C:10]([NH2:9])=[N:11][NH:12][CH:13]=1, predict the reactants needed to synthesize it. The reactants are: [NH2:1][C:2]1[CH:7]=[CH:6][CH:5]=[CH:4][C:3]=1[SH:8].[NH2:9][C:10]1[C:14]([C:15]#N)=[CH:13][NH:12][N:11]=1.[OH-].[NH4+]. (3) The reactants are: [C:1]([O:5][C:6]([N:8]1[CH2:13][CH2:12][N:11]([C:14]([C:16]2[N:20]3[N:21]=[CH:22][C:23]([C:25](=[O:30])N(OC)C)=[CH:24][C:19]3=[C:18]([C:31]3[CH:36]=[CH:35][CH:34]=[CH:33][CH:32]=3)[C:17]=2[CH2:37][C:38]2[CH:43]=[CH:42][CH:41]=[C:40]([F:44])[C:39]=2[CH3:45])=[O:15])[CH2:10][CH2:9]1)=[O:7])([CH3:4])([CH3:3])[CH3:2].[H-].C(O[Al](OC(C)(C)C)OC(C)(C)C)(C)(C)C.[Li+].S([O-])(O)(=O)=O.[K+]. Given the product [C:1]([O:5][C:6]([N:8]1[CH2:9][CH2:10][N:11]([C:14]([C:16]2[N:20]3[N:21]=[CH:22][C:23]([CH:25]=[O:30])=[CH:24][C:19]3=[C:18]([C:31]3[CH:32]=[CH:33][CH:34]=[CH:35][CH:36]=3)[C:17]=2[CH2:37][C:38]2[CH:43]=[CH:42][CH:41]=[C:40]([F:44])[C:39]=2[CH3:45])=[O:15])[CH2:12][CH2:13]1)=[O:7])([CH3:4])([CH3:3])[CH3:2], predict the reactants needed to synthesize it. (4) Given the product [Cl:18][C:15]1[CH:14]=[CH:13][C:12]([CH2:29][C:30]([OH:32])=[O:31])=[C:17]([C:9](=[O:23])[C:4]2[CH:5]=[CH:6][CH:7]=[CH:8][C:3]=2[O:2][CH3:1])[CH:16]=1, predict the reactants needed to synthesize it. The reactants are: [CH3:1][O:2][C:3]1[CH:8]=[CH:7][CH:6]=[CH:5][C:4]=1[C:9]1[C:17]2[C:12](=[CH:13][CH:14]=[C:15]([Cl:18])[CH:16]=2)CC=1.C(#N)C.I([O-])(=O)(=O)=[O:23].[Na+].F[C:29](F)(F)[C:30]([OH:32])=[O:31]. (5) Given the product [C:43]([C:40]1([C:36]2[CH:35]=[C:34]([CH:39]=[CH:38][CH:37]=2)[C:33]([NH:32][C:28]2[CH:27]=[C:26]([CH:31]=[CH:30][CH:29]=2)[O:25][C:22]2[CH:23]=[CH:24][C:19]3[N:20]([CH:46]=[C:17]([NH:16][C:1](=[O:9])[C:2]4[CH:7]=[CH:6][CH:5]=[N:4][CH:3]=4)[N:18]=3)[N:21]=2)=[O:45])[CH2:41][CH2:42]1)#[N:44], predict the reactants needed to synthesize it. The reactants are: [C:1]([OH:9])(=O)[C:2]1[CH:7]=[CH:6][CH:5]=[N:4][CH:3]=1.C(Cl)(=O)C(Cl)=O.[NH2:16][C:17]1[N:18]=[C:19]2[CH:24]=[CH:23][C:22]([O:25][C:26]3[CH:27]=[C:28]([NH:32][C:33](=[O:45])[C:34]4[CH:39]=[CH:38][CH:37]=[C:36]([C:40]5([C:43]#[N:44])[CH2:42][CH2:41]5)[CH:35]=4)[CH:29]=[CH:30][CH:31]=3)=[N:21][N:20]2[CH:46]=1.C(=O)([O-])O.[Na+]. (6) Given the product [Cl:3][C:4]1[C:13]2[C:8](=[CH:9][CH:10]=[C:11]([C:14]([C:16]3[C:17]([CH3:23])=[N:18][C:19]([CH3:22])=[CH:20][CH:21]=3)([OH:15])[CH3:2])[CH:12]=2)[N:7]=[C:6]([O:24][CH3:25])[C:5]=1[O:26][CH:27]([CH3:29])[CH3:28], predict the reactants needed to synthesize it. The reactants are: [Li][CH3:2].[Cl:3][C:4]1[C:13]2[C:8](=[CH:9][CH:10]=[C:11]([C:14]([C:16]3[C:17]([CH3:23])=[N:18][C:19]([CH3:22])=[CH:20][CH:21]=3)=[O:15])[CH:12]=2)[N:7]=[C:6]([O:24][CH3:25])[C:5]=1[O:26][CH:27]([CH3:29])[CH3:28].